From a dataset of Reaction yield outcomes from USPTO patents with 853,638 reactions. Predict the reaction yield, written as a fraction of the theoretical maximum amount of product (1.0 means a 100% yield; for example, 0.34 means a 34% yield). (1) The reactants are [Cl:1][C:2]1[N:3]=[C:4]([C:9]([NH:11][C@H:12]2[CH2:17][CH2:16][N:15]([C:18]3[S:19][C:20]([C:26]([O:28][CH2:29][CH3:30])=[O:27])=[C:21]([C:23]([OH:25])=O)[N:22]=3)[CH2:14][C@H:13]2[O:31][CH3:32])=[O:10])[NH:5][C:6]=1[CH2:7][CH3:8].Cl.CN.C[CH2:37][N:38]=C=NCCCN(C)C.Cl.C1C=CC2N(O)N=NC=2C=1. No catalyst specified. The product is [Cl:1][C:2]1[N:3]=[C:4]([C:9]([NH:11][C@H:12]2[CH2:17][CH2:16][N:15]([C:18]3[S:19][C:20]([C:26]([O:28][CH2:29][CH3:30])=[O:27])=[C:21]([C:23](=[O:25])[NH:38][CH3:37])[N:22]=3)[CH2:14][C@H:13]2[O:31][CH3:32])=[O:10])[NH:5][C:6]=1[CH2:7][CH3:8]. The yield is 0.820. (2) The reactants are [Cl:1][C:2]1[CH:7]=[CH:6][C:5]([S:8]([CH2:11][CH:12]([CH2:15][CH2:16][CH2:17][CH3:18])[CH:13]=[O:14])(=[O:10])=[O:9])=[CH:4][CH:3]=1.O[CH:20]([CH:22]=[CH2:23])[CH3:21].C1(C)C=CC(S(O)(=O)=O)=CC=1. The catalyst is C1(C)C=CC=CC=1.C(OCC)(=O)C. The product is [CH2:15]([C:12]([CH2:11][S:8]([C:5]1[CH:4]=[CH:3][C:2]([Cl:1])=[CH:7][CH:6]=1)(=[O:9])=[O:10])([CH2:21]/[CH:20]=[CH:22]/[CH3:23])[CH:13]=[O:14])[CH2:16][CH2:17][CH3:18]. The yield is 0.980. (3) The reactants are [CH3:1][CH:2]([C:4]1[CH:5]=[C:6]([S:10](Cl)(=[O:12])=[O:11])[CH:7]=[CH:8][CH:9]=1)[CH3:3].[I:14][C:15]1[CH:21]=[C:20]([C:22]([F:25])([F:24])[F:23])[CH:19]=[CH:18][C:16]=1[NH2:17].[OH-].[K+].Cl. The catalyst is N1C=CC=CC=1.O1CCOCC1.O. The product is [I:14][C:15]1[CH:21]=[C:20]([C:22]([F:24])([F:25])[F:23])[CH:19]=[CH:18][C:16]=1[NH:17][S:10]([C:6]1[CH:7]=[CH:8][CH:9]=[C:4]([CH:2]([CH3:3])[CH3:1])[CH:5]=1)(=[O:12])=[O:11]. The yield is 1.00. (4) The reactants are [CH:1]1([CH2:6][C:7]2[CH:12]=[CH:11][C:10]([O:13][CH3:14])=[CH:9][C:8]=2OS(C(F)(F)F)(=O)=O)[CH2:5][CH:4]=[CH:3][CH2:2]1.C(N(CC)CC)C.C1(P(C2C=CC=CC=2)CCCP(C2C=CC=CC=2)C2C=CC=CC=2)C=CC=CC=1. The catalyst is CN(C=O)C.[Cl-].[Na+].O.C([O-])(=O)C.[Pd+2].C([O-])(=O)C. The product is [CH3:14][O:13][C:10]1[CH:11]=[CH:12][C:7]2[CH2:6][CH:1]3[CH2:5][CH:4]([CH:3]=[CH:2]3)[C:8]=2[CH:9]=1. The yield is 0.950.